Dataset: Full USPTO retrosynthesis dataset with 1.9M reactions from patents (1976-2016). Task: Predict the reactants needed to synthesize the given product. (1) Given the product [CH2:16]([C:6]1[C:5]([OH:4])=[CH:13][CH:12]=[C:11]2[C:7]=1[CH:8]=[CH:9][NH:10]2)[CH:15]=[CH2:14], predict the reactants needed to synthesize it. The reactants are: C([O:4][C:5]1[CH:6]=[C:7]2[C:11](=[CH:12][CH:13]=1)[NH:10][CH:9]=[CH:8]2)C=C.[CH3:14][C:15]1C=CC(C)=C(C)[C:16]=1C. (2) Given the product [CH3:28][C:24]1[CH:23]=[C:22]([C:6]2[CH:11]=[CH:10][N:9]=[C:8]([NH2:12])[CH:7]=2)[CH:27]=[CH:26][N:25]=1, predict the reactants needed to synthesize it. The reactants are: C([Sn](CCCC)(CCCC)[C:6]1[CH:11]=[CH:10][N:9]=[C:8]([NH2:12])[CH:7]=1)CCC.Br[C:22]1[CH:27]=[CH:26][N:25]=[C:24]([CH3:28])[CH:23]=1. (3) Given the product [Cl:12][C:11]1[C:4]2[N:3]=[C:2]([O:27][C:20]3[C:21]([CH3:26])=[CH:22][C:23]([Cl:25])=[CH:24][C:19]=3[Cl:18])[N:6]([CH3:7])[C:5]=2[C:8]([CH:13]([CH2:16][CH3:17])[CH2:14][CH3:15])=[CH:9][CH:10]=1, predict the reactants needed to synthesize it. The reactants are: Cl[C:2]1[N:6]([CH3:7])[C:5]2[C:8]([CH:13]([CH2:16][CH3:17])[CH2:14][CH3:15])=[CH:9][CH:10]=[C:11]([Cl:12])[C:4]=2[N:3]=1.[Cl:18][C:19]1[CH:24]=[C:23]([Cl:25])[CH:22]=[C:21]([CH3:26])[C:20]=1[OH:27].C(=O)([O-])[O-].[K+].[K+]. (4) Given the product [CH2:36]([O:34][C:33]([C:27]1([C:23]2[CH:24]=[CH:25][CH:26]=[C:21]([C:15]3[CH:14]=[C:13]([NH:12][CH2:11][CH2:10][C:4]4[CH:5]=[CH:6][C:7]([Cl:9])=[CH:8][C:3]=4[Cl:2])[N:18]=[C:17]([O:19][CH3:20])[N:16]=3)[CH:22]=2)[CH2:28][CH2:29][O:30][CH2:31][CH2:32]1)=[O:35])[CH3:37], predict the reactants needed to synthesize it. The reactants are: Cl.[Cl:2][C:3]1[CH:8]=[C:7]([Cl:9])[CH:6]=[CH:5][C:4]=1[CH2:10][CH2:11][NH:12][C:13]1[N:18]=[C:17]([O:19][CH3:20])[N:16]=[C:15]([C:21]2[CH:22]=[C:23]([C:27]3([C:33]([OH:35])=[O:34])[CH2:32][CH2:31][O:30][CH2:29][CH2:28]3)[CH:24]=[CH:25][CH:26]=2)[CH:14]=1.[CH2:36](O)[CH3:37]. (5) Given the product [I:15][C:10]1[CH:11]=[CH:12][C:13]([C:19]#[C:18][CH2:17][CH2:16][N:20]2[C:28](=[O:29])[C:27]3[C:22](=[CH:23][CH:24]=[CH:25][CH:26]=3)[C:21]2=[O:30])=[CH:14][CH:9]=1, predict the reactants needed to synthesize it. The reactants are: C(N(CC)CC)C.I[C:9]1[CH:14]=[CH:13][CH:12]=[CH:11][C:10]=1[I:15].[CH2:16]([N:20]1[C:28](=[O:29])[C:27]2[C:22](=[CH:23][CH:24]=[CH:25][CH:26]=2)[C:21]1=[O:30])[CH2:17][C:18]#[CH:19]. (6) Given the product [Br-:24].[CH3:1][S:2]([NH:5][CH:6]([C:18]1[CH:19]=[CH:20][CH:21]=[CH:22][CH:23]=1)[C:7]([O:9][C@@H:10]1[CH:15]2[CH2:14][CH2:13][N+:12]([CH2:25][C:26](=[O:27])[C:28]3[CH:33]=[CH:32][CH:31]=[CH:30][CH:29]=3)([CH2:17][CH2:16]2)[CH2:11]1)=[O:8])(=[O:3])=[O:4], predict the reactants needed to synthesize it. The reactants are: [CH3:1][S:2]([NH:5][CH:6]([C:18]1[CH:23]=[CH:22][CH:21]=[CH:20][CH:19]=1)[C:7]([O:9][C@@H:10]1[CH:15]2[CH2:16][CH2:17][N:12]([CH2:13][CH2:14]2)[CH2:11]1)=[O:8])(=[O:4])=[O:3].[Br:24][CH2:25][C:26]([C:28]1[CH:33]=[CH:32][CH:31]=[CH:30][CH:29]=1)=[O:27]. (7) Given the product [CH3:37][C:34]1[N:35]=[CH:36][C:31]([NH:30][C:18](=[O:20])[C:17]2[CH:21]=[C:22]([O:24][C@H:25]3[CH2:29][CH2:28][O:27][CH2:26]3)[CH:23]=[C:15]([O:14][CH2:13][C:7]3[CH:8]=[CH:9][CH:10]=[CH:11][CH:12]=3)[CH:16]=2)=[N:32][CH:33]=1, predict the reactants needed to synthesize it. The reactants are: C(Cl)(=O)C(Cl)=O.[C:7]1([CH2:13][O:14][C:15]2[CH:16]=[C:17]([CH:21]=[C:22]([O:24][C@H:25]3[CH2:29][CH2:28][O:27][CH2:26]3)[CH:23]=2)[C:18]([OH:20])=O)[CH:12]=[CH:11][CH:10]=[CH:9][CH:8]=1.[NH2:30][C:31]1[CH:36]=[N:35][C:34]([CH3:37])=[CH:33][N:32]=1.N1C=CC=CC=1.